This data is from CYP2C9 inhibition data for predicting drug metabolism from PubChem BioAssay. The task is: Regression/Classification. Given a drug SMILES string, predict its absorption, distribution, metabolism, or excretion properties. Task type varies by dataset: regression for continuous measurements (e.g., permeability, clearance, half-life) or binary classification for categorical outcomes (e.g., BBB penetration, CYP inhibition). Dataset: cyp2c9_veith. (1) The compound is CC(=O)N1CCC2(CCCN(c3ccccc3)C2)CC1. The result is 0 (non-inhibitor). (2) The molecule is C[N+](C)(CCCCCC[N+](C)(C)CCCN1C(=O)c2ccccc2C1=O)CCCN1C(=O)c2ccccc2C1=O. The result is 0 (non-inhibitor). (3) The molecule is O=C(O)c1ccc(C(=O)O)c(C(=O)O)c1.[NH-][C@H]1CCCC[C@H]1[NH-].[Pt]. The result is 0 (non-inhibitor). (4) The compound is CNC[C@H](O)[C@H](O)[C@H](O)[C@H](O)CO. The result is 0 (non-inhibitor). (5) The molecule is Cc1noc(C)c1C(=O)N1CCC2(CCCN(C(=O)Nc3cccc(F)c3)C2)CC1. The result is 0 (non-inhibitor). (6) The compound is C=CCNC(=O)c1cccn1-c1ccsc1C(=O)OC. The result is 0 (non-inhibitor). (7) The molecule is O=C(O)C1CCN(c2ncnc3ccc(-c4ccccc4C(F)(F)F)cc23)CC1. The result is 0 (non-inhibitor).